Dataset: CYP3A4 inhibition data for predicting drug metabolism from PubChem BioAssay. Task: Regression/Classification. Given a drug SMILES string, predict its absorption, distribution, metabolism, or excretion properties. Task type varies by dataset: regression for continuous measurements (e.g., permeability, clearance, half-life) or binary classification for categorical outcomes (e.g., BBB penetration, CYP inhibition). Dataset: cyp3a4_veith. (1) The drug is CC(=O)Nc1ccc2c(c1)/C(=C/c1ccc([N+](C)(C)C)cc1)c1ccccc1-2. The result is 0 (non-inhibitor). (2) The compound is Cc1cc(CNC(=O)[C@H](C)[C@@H]2C[C@@]2(C)[C@@H](NC(=O)OCc2ccccc2)c2ccccc2)nn1C. The result is 1 (inhibitor). (3) The molecule is CCn1c(=O)[nH]c2ccccc21. The result is 0 (non-inhibitor). (4) The result is 0 (non-inhibitor). The molecule is C[NH+](C)CCOC(c1ccccc1)c1ccccc1.Cn1c2nc(Cl)nc-2c([O-])n(C)c1=O. (5) The compound is Nc1nc(SC/C=C\c2ccccc2)c2[nH]cnc2n1. The result is 1 (inhibitor).